The task is: Regression/Classification. Given a drug SMILES string, predict its absorption, distribution, metabolism, or excretion properties. Task type varies by dataset: regression for continuous measurements (e.g., permeability, clearance, half-life) or binary classification for categorical outcomes (e.g., BBB penetration, CYP inhibition). Dataset: cyp2d6_veith.. This data is from CYP2D6 inhibition data for predicting drug metabolism from PubChem BioAssay. (1) The drug is Cc1cc2c(cc1C)NC(c1nc3ccccc3[nH]1)C1=C(CC(C)(C)CC1=O)N2. The result is 0 (non-inhibitor). (2) The compound is CC(C)OCCCn1c(=S)[nH]c2ncccc2c1=O. The result is 0 (non-inhibitor). (3) The drug is COc1ccc(NC(=O)COC(=O)Cn2c(C)nc3ccccc32)cc1OC. The result is 0 (non-inhibitor). (4) The molecule is CCNC(=O)[C@@H]1O[C@@H](n2cnc3c(N)ncnc32)[C@@H](O)[C@H]1O. The result is 0 (non-inhibitor). (5) The molecule is CCOc1cc(NC(=S)Nc2cccc(OC)c2)c(OCC)cc1NC(=O)c1ccc(C)cc1. The result is 0 (non-inhibitor). (6) The molecule is CC(C)/C(=N/[N+](C)(C)C)c1ccccc1. The result is 0 (non-inhibitor). (7) The compound is CO/N=C/c1ccc(N2CCN(C(=O)c3ccc(Cl)cc3Cl)CC2)c([N+](=O)[O-])c1. The result is 0 (non-inhibitor).